This data is from Reaction yield outcomes from USPTO patents with 853,638 reactions. The task is: Predict the reaction yield, written as a fraction of the theoretical maximum amount of product (1.0 means a 100% yield; for example, 0.34 means a 34% yield). (1) The yield is 0.700. The catalyst is CCOC(C)=O. The product is [CH3:8][Si:9]([CH3:16])([CH3:15])[CH2:10][CH2:11][O:12][CH2:13][N:1]1[CH:5]=[C:4]([C:6]#[N:7])[N:3]=[CH:2]1. The reactants are [NH:1]1[CH:5]=[C:4]([C:6]#[N:7])[N:3]=[CH:2]1.[CH3:8][Si:9]([CH3:16])([CH3:15])[CH2:10][CH2:11][O:12][CH2:13]Cl.C([O-])([O-])=O.[K+].[K+].CC(C)=O. (2) The yield is 0.720. The catalyst is C1COCC1. The product is [CH:1]1([O:6][CH2:9][C:10]2[CH:15]=[CH:14][CH:13]=[CH:12][CH:11]=2)[CH2:5][CH:4]=[CH:3][CH2:2]1. The reactants are [CH:1]1([OH:6])[CH2:5][CH:4]=[CH:3][CH2:2]1.[H-].[Na+].[CH2:9](Br)[C:10]1[CH:15]=[CH:14][CH:13]=[CH:12][CH:11]=1. (3) The catalyst is C(#N)C. The yield is 0.900. The reactants are C[C:2]1[CH:7]=[CH:6][C:5]([N+:8]([O-:10])=[O:9])=[CH:4][C:3]=1[OH:11].Br[CH2:13][C:14]([O:16][CH3:17])=[O:15].[C:18](=O)([O-])[O-].[K+].[K+]. The product is [CH3:18][C:4]1[C:5]([N+:8]([O-:10])=[O:9])=[CH:6][CH:7]=[CH:2][C:3]=1[O:11][CH2:13][C:14]([O:16][CH3:17])=[O:15]. (4) The catalyst is ClCCl. The product is [CH3:8][O:9][C:10]1[CH:29]=[C:28]([N+:30]([O-:32])=[O:31])[CH:27]=[CH:26][C:11]=1[O:12][CH:13]1[CH2:18][CH2:17][NH:16][CH2:15][CH2:14]1. The yield is 0.960. The reactants are FC(F)(F)C(O)=O.[CH3:8][O:9][C:10]1[CH:29]=[C:28]([N+:30]([O-:32])=[O:31])[CH:27]=[CH:26][C:11]=1[O:12][CH:13]1[CH2:18][CH2:17][N:16](C(OC(C)(C)C)=O)[CH2:15][CH2:14]1. (5) The reactants are [CH2:1]([N:8]([CH2:26][C:27]1[CH:32]=[CH:31][CH:30]=[CH:29][CH:28]=1)[C:9]1[CH:10]=[C:11]2[CH:17]=[C:16]([C:18]([C:20]3[CH:25]=[CH:24][CH:23]=[CH:22][CH:21]=3)=O)[NH:15][C:12]2=[CH:13][N:14]=1)[C:2]1[CH:7]=[CH:6][CH:5]=[CH:4][CH:3]=1.[C:33]([NH:36][NH2:37])([NH2:35])=[NH:34].[ClH:38].Cl. The catalyst is C(O)C. The product is [ClH:38].[ClH:38].[CH2:1]([N:8]([CH2:26][C:27]1[CH:32]=[CH:31][CH:30]=[CH:29][CH:28]=1)[C:9]1[CH:10]=[C:11]2[CH:17]=[C:16]([C:18](=[N:37][NH:36][C:33]([NH2:35])=[NH:34])[C:20]3[CH:25]=[CH:24][CH:23]=[CH:22][CH:21]=3)[NH:15][C:12]2=[CH:13][N:14]=1)[C:2]1[CH:7]=[CH:6][CH:5]=[CH:4][CH:3]=1. The yield is 0.360. (6) The reactants are Br[C:2]1[CH:17]=[N:16][C:5]2[NH:6][C:7](=[O:15])[N:8]([CH2:10][CH2:11][N:12]([CH3:14])[CH3:13])[CH2:9][C:4]=2[CH:3]=1.[C:18]([O:22][C:23]([CH3:26])([CH3:25])[CH3:24])(=[O:21])[CH:19]=[CH2:20].C(N(C(C)C)C(C)C)C.CC1C=CC=CC=1P(C1C=CC=CC=1C)C1C=CC=CC=1C. The catalyst is C(#N)CC.CN(C=O)C.CC([O-])=O.CC([O-])=O.[Pd+2]. The product is [C:23]([O:22][C:18](=[O:21])/[CH:19]=[CH:20]/[C:2]1[CH:17]=[N:16][C:5]2[NH:6][C:7](=[O:15])[N:8]([CH2:10][CH2:11][N:12]([CH3:14])[CH3:13])[CH2:9][C:4]=2[CH:3]=1)([CH3:26])([CH3:25])[CH3:24]. The yield is 0.540.